This data is from Catalyst prediction with 721,799 reactions and 888 catalyst types from USPTO. The task is: Predict which catalyst facilitates the given reaction. (1) Reactant: Br[C:2]1[CH:11]=[CH:10][C:5]([C:6]([O:8][CH3:9])=[O:7])=[C:4]([O:12][CH3:13])[CH:3]=1.[CH3:14][C:15]1([CH3:31])[C:19]([CH3:21])([CH3:20])[O:18][B:17]([B:17]2[O:18][C:19]([CH3:21])([CH3:20])[C:15]([CH3:31])([CH3:14])[O:16]2)[O:16]1.C([O-])(=O)C.[K+]. Product: [CH3:13][O:12][C:4]1[CH:3]=[C:2]([B:17]2[O:18][C:19]([CH3:21])([CH3:20])[C:15]([CH3:31])([CH3:14])[O:16]2)[CH:11]=[CH:10][C:5]=1[C:6]([O:8][CH3:9])=[O:7]. The catalyst class is: 294. (2) Reactant: C(OP([CH2:9][C:10]1[N:11]=[C:12]([N:16]2[CH2:21][CH2:20][N:19]([C:22]([O:24][C:25]([CH3:28])([CH3:27])[CH3:26])=[O:23])[CH2:18][CH2:17]2)[S:13][C:14]=1[CH3:15])(OCC)=O)C.[H-].[Na+].[CH3:31][O:32][CH2:33][O:34][C:35]1[C:39]([CH:40]=O)=[CH:38][N:37]([C:42]2[CH:47]=[CH:46][CH:45]=[CH:44][CH:43]=2)[N:36]=1.O. Product: [CH3:31][O:32][CH2:33][O:34][C:35]1[C:39](/[CH:40]=[CH:9]/[C:10]2[N:11]=[C:12]([N:16]3[CH2:21][CH2:20][N:19]([C:22]([O:24][C:25]([CH3:28])([CH3:27])[CH3:26])=[O:23])[CH2:18][CH2:17]3)[S:13][C:14]=2[CH3:15])=[CH:38][N:37]([C:42]2[CH:47]=[CH:46][CH:45]=[CH:44][CH:43]=2)[N:36]=1. The catalyst class is: 7. (3) Reactant: [CH3:1][C:2]1[C:7]([CH:8]=[O:9])=[CH:6][CH:5]=[C:4]([C:10]2[CH:15]=[CH:14][C:13]([C:16]([F:19])([F:18])[F:17])=[CH:12][CH:11]=2)[N:3]=1.[CH3:20][Mg]Cl. Product: [CH3:1][C:2]1[C:7]([CH:8]([OH:9])[CH3:20])=[CH:6][CH:5]=[C:4]([C:10]2[CH:15]=[CH:14][C:13]([C:16]([F:17])([F:19])[F:18])=[CH:12][CH:11]=2)[N:3]=1. The catalyst class is: 1. (4) Reactant: [CH3:1][N:2]([CH3:16])[C:3]1([C:10]2[CH:15]=[CH:14][CH:13]=[CH:12][CH:11]=2)[CH2:8][CH2:7][C:6](=O)[CH2:5][CH2:4]1.[CH2:17]([NH2:20])[CH2:18][CH3:19].C(O[BH-](OC(=O)C)OC(=O)C)(=O)C.[Na+].[OH-].[Na+]. Product: [CH3:1][N:2]([CH3:16])[C:3]1([C:10]2[CH:15]=[CH:14][CH:13]=[CH:12][CH:11]=2)[CH2:8][CH2:7][CH:6]([NH:20][CH2:17][CH2:18][CH3:19])[CH2:5][CH2:4]1. The catalyst class is: 506. (5) Reactant: [CH2:1]([CH:3]([C:6]1[CH:11]=[C:10]([CH3:12])[N:9]=[N:8][C:7]=1[NH:13]C(=O)C(C)(C)C)[CH2:4][CH3:5])[CH3:2]. Product: [CH2:1]([CH:3]([C:6]1[CH:11]=[C:10]([CH3:12])[N:9]=[N:8][C:7]=1[NH2:13])[CH2:4][CH3:5])[CH3:2]. The catalyst class is: 33.